Dataset: Full USPTO retrosynthesis dataset with 1.9M reactions from patents (1976-2016). Task: Predict the reactants needed to synthesize the given product. (1) The reactants are: [C:1]([N:5]1[C:9]([C:10]2[CH:15]=[CH:14][C:13]([F:16])=[CH:12][CH:11]=2)=[C:8]([C:17]([O:19]CC)=O)[CH:7]=[N:6]1)([CH3:4])([CH3:3])[CH3:2].CC[N:24]=C=NCCCN(C)C.C1C=CC2N(O)N=NC=2C=1.[Cl-].[NH4+]. Given the product [C:1]([N:5]1[C:9]([C:10]2[CH:15]=[CH:14][C:13]([F:16])=[CH:12][CH:11]=2)=[C:8]([C:17]([NH2:24])=[O:19])[CH:7]=[N:6]1)([CH3:4])([CH3:3])[CH3:2], predict the reactants needed to synthesize it. (2) Given the product [F:36][CH:33]([O:32][C:29]1[CH:28]=[CH:27][C:26]([C:23]2[CH:24]=[CH:25][C:20]([S:19][CH:14]([C:11]3[CH:12]=[CH:13][C:8]([C:7]([NH:6][CH2:5][CH2:4][C:3]([OH:2])=[O:38])=[O:37])=[CH:9][CH:10]=3)[CH2:15][CH:16]([CH3:18])[CH3:17])=[CH:21][CH:22]=2)=[CH:31][CH:30]=1)[CH3:41], predict the reactants needed to synthesize it. The reactants are: C[O:2][C:3](=[O:38])[CH2:4][CH2:5][NH:6][C:7](=[O:37])[C:8]1[CH:13]=[CH:12][C:11]([CH:14]([S:19][C:20]2[CH:25]=[CH:24][C:23]([C:26]3[CH:31]=[CH:30][C:29]([O:32][C:33]([F:36])(F)F)=[CH:28][CH:27]=3)=[CH:22][CH:21]=2)[CH2:15][CH:16]([CH3:18])[CH3:17])=[CH:10][CH:9]=1.[OH-].[Na+].[CH3:41]O. (3) The reactants are: [C:1]1([S:7]([C:10]2[CH:15]=[CH:14][C:13]([OH:16])=[CH:12][CH:11]=2)(=[O:9])=[O:8])[CH:6]=[CH:5][CH:4]=[CH:3][CH:2]=1.[F:17][C:18]([F:31])([F:30])[S:19](O[S:19]([C:18]([F:31])([F:30])[F:17])(=[O:21])=[O:20])(=[O:21])=[O:20]. Given the product [F:17][C:18]([F:31])([F:30])[S:19]([O:16][C:13]1[CH:12]=[CH:11][C:10]([S:7]([C:1]2[CH:6]=[CH:5][CH:4]=[CH:3][CH:2]=2)(=[O:8])=[O:9])=[CH:15][CH:14]=1)(=[O:21])=[O:20], predict the reactants needed to synthesize it. (4) Given the product [Br:14][C:15]1[CH:22]=[CH:21][C:20]([O:23][C:10]2[CH:11]=[CH:12][C:3]([C:1]#[N:2])=[C:4]([CH:9]=2)[C:5]([O:7][CH3:8])=[O:6])=[CH:19][C:16]=1[CH:17]=[O:18], predict the reactants needed to synthesize it. The reactants are: [C:1]([C:3]1[CH:12]=[CH:11][C:10](F)=[CH:9][C:4]=1[C:5]([O:7][CH3:8])=[O:6])#[N:2].[Br:14][C:15]1[CH:22]=[CH:21][C:20]([OH:23])=[CH:19][C:16]=1[CH:17]=[O:18].C(=O)([O-])[O-].[K+].[K+].O. (5) Given the product [F:8][C:9]1[CH:10]=[C:11]([CH:15]=[CH:16][C:17]=1[F:18])[C:12]([NH:1][CH2:2][C:3]([OH:5])=[O:4])=[O:13], predict the reactants needed to synthesize it. The reactants are: [NH2:1][CH2:2][C:3]([OH:5])=[O:4].[OH-].[Na+].[F:8][C:9]1[CH:10]=[C:11]([CH:15]=[CH:16][C:17]=1[F:18])[C:12](Cl)=[O:13].Cl.